Regression. Given a peptide amino acid sequence and an MHC pseudo amino acid sequence, predict their binding affinity value. This is MHC class II binding data. From a dataset of Peptide-MHC class II binding affinity with 134,281 pairs from IEDB. (1) The peptide sequence is TYSQLMTLKDAKMLQ. The MHC is DRB1_0701 with pseudo-sequence DRB1_0701. The binding affinity (normalized) is 0.681. (2) The peptide sequence is LQDIPTGSAPAAQHRLPQ. The MHC is HLA-DQA10501-DQB10302 with pseudo-sequence HLA-DQA10501-DQB10302. The binding affinity (normalized) is 0.734. (3) The peptide sequence is SSTPLAENTNSVTNI. The MHC is DRB1_1302 with pseudo-sequence DRB1_1302. The binding affinity (normalized) is 0.836. (4) The peptide sequence is VHAVKPVTEEPGMAK. The MHC is DRB5_0101 with pseudo-sequence DRB5_0101. The binding affinity (normalized) is 0.431. (5) The peptide sequence is AALDAQAVELTARLN. The MHC is DRB1_1101 with pseudo-sequence DRB1_1101. The binding affinity (normalized) is 0.262. (6) The peptide sequence is AITAMSEAQKAAKPA. The MHC is DRB1_1001 with pseudo-sequence DRB1_1001. The binding affinity (normalized) is 0.505. (7) The peptide sequence is LSAEYAAVADELIGL. The MHC is DRB1_0405 with pseudo-sequence DRB1_0405. The binding affinity (normalized) is 0.290.